From a dataset of Reaction yield outcomes from USPTO patents with 853,638 reactions. Predict the reaction yield, written as a fraction of the theoretical maximum amount of product (1.0 means a 100% yield; for example, 0.34 means a 34% yield). (1) The yield is 0.177. The catalyst is C(OCC)C.C1COCC1.CCCCCCC.O. The reactants are [CH3:1][N:2]1[CH:6]=[CH:5][C:4]([C:7]([F:13])([F:12])[C:8]([F:11])([F:10])[F:9])=[N:3]1.C([N-]C(C)C)(C)C.[Li+].[C:22](=[O:24])=[O:23].[OH-].[Na+]. The product is [CH3:1][N:2]1[C:6]([C:22]([OH:24])=[O:23])=[CH:5][C:4]([C:7]([F:12])([F:13])[C:8]([F:9])([F:10])[F:11])=[N:3]1. (2) The reactants are [CH3:1][N:2]1[C:10]2[C:5](=[CH:6][CH:7]=[C:8]([O:11][CH3:12])[CH:9]=2)[C:4]([C:13]([OH:15])=O)=[C:3]1[CH3:16].C(Cl)(=O)C(Cl)=O.C(Cl)Cl.[N:26]1([CH2:32][CH2:33][CH2:34][NH2:35])[CH2:31][CH2:30][O:29][CH2:28][CH2:27]1. No catalyst specified. The product is [CH3:12][O:11][C:8]1[CH:9]=[C:10]2[C:5]([C:4]([C:13]([NH:35][CH2:34][CH2:33][CH2:32][N:26]3[CH2:31][CH2:30][O:29][CH2:28][CH2:27]3)=[O:15])=[C:3]([CH3:16])[N:2]2[CH3:1])=[CH:6][CH:7]=1. The yield is 0.590. (3) The yield is 0.980. The reactants are [CH2:1]([O:8][C@H:9]([C@@H:13]([O:16][CH2:17][C:18]1[CH:23]=[CH:22][CH:21]=[CH:20][CH:19]=1)[CH:14]=[CH2:15])[C@@H:10]([OH:12])[CH3:11])[C:2]1[CH:7]=[CH:6][CH:5]=[CH:4][CH:3]=1.[C:24](OC(=O)C)(=[O:26])[CH3:25]. The product is [C:24]([O:12][C@H:10]([C@H:9]([O:8][CH2:1][C:2]1[CH:3]=[CH:4][CH:5]=[CH:6][CH:7]=1)[C@@H:13]([O:16][CH2:17][C:18]1[CH:19]=[CH:20][CH:21]=[CH:22][CH:23]=1)[CH:14]=[CH2:15])[CH3:11])(=[O:26])[CH3:25]. The catalyst is C(Cl)Cl.CN(C1C=CN=CC=1)C. (4) The reactants are C([O:3][C:4](=O)[CH2:5][C:6]1[N:7]([CH2:11][C:12]2[CH:17]=[CH:16][C:15]([O:18][CH3:19])=[C:14]([CH3:20])[CH:13]=2)[CH:8]=[N:9][CH:10]=1)C.[H-].[Al+3].[Li+].[H-].[H-].[H-]. The catalyst is O1CCCC1. The product is [CH3:19][O:18][C:15]1[CH:16]=[CH:17][C:12]([CH2:11][N:7]2[C:6]([CH2:5][CH2:4][OH:3])=[CH:10][N:9]=[CH:8]2)=[CH:13][C:14]=1[CH3:20]. The yield is 0.800.